Dataset: Full USPTO retrosynthesis dataset with 1.9M reactions from patents (1976-2016). Task: Predict the reactants needed to synthesize the given product. (1) Given the product [Cl:8][C:5]1[N:4]=[CH:3][C:2]([C:11]2[CH2:10][O:9][CH2:13][CH:12]=2)=[CH:7][N:6]=1, predict the reactants needed to synthesize it. The reactants are: Br[C:2]1[CH:3]=[N:4][C:5]([Cl:8])=[N:6][CH:7]=1.[O:9]1[CH2:13][CH:12]=[C:11](B2OC(C)(C)C(C)(C)O2)[CH2:10]1.COC1C=CC=C(OC)C=1C1C=CC=CC=1P(C1CCCCC1)C1CCCCC1.[O-]P([O-])([O-])=O.[K+].[K+].[K+]. (2) Given the product [ClH:8].[Cl:8][C:9]1[CH:10]=[C:11]([O:29][CH3:30])[C:12]([S:24]([CH2:27][CH3:28])(=[O:25])=[O:26])=[C:13]([CH2:15][NH2:16])[CH:14]=1, predict the reactants needed to synthesize it. The reactants are: Cl.C(OCC)(=O)C.[Cl:8][C:9]1[CH:10]=[C:11]([O:29][CH3:30])[C:12]([S:24]([CH2:27][CH3:28])(=[O:26])=[O:25])=[C:13]([CH2:15][NH:16]C(=O)OC(C)(C)C)[CH:14]=1.